Regression. Given two drug SMILES strings and cell line genomic features, predict the synergy score measuring deviation from expected non-interaction effect. From a dataset of NCI-60 drug combinations with 297,098 pairs across 59 cell lines. (1) Drug 1: CC(CN1CC(=O)NC(=O)C1)N2CC(=O)NC(=O)C2. Drug 2: C(CC(=O)O)C(=O)CN.Cl. Cell line: A498. Synergy scores: CSS=32.5, Synergy_ZIP=-3.95, Synergy_Bliss=5.35, Synergy_Loewe=2.42, Synergy_HSA=6.63. (2) Drug 1: CCC1(CC2CC(C3=C(CCN(C2)C1)C4=CC=CC=C4N3)(C5=C(C=C6C(=C5)C78CCN9C7C(C=CC9)(C(C(C8N6C)(C(=O)OC)O)OC(=O)C)CC)OC)C(=O)OC)O.OS(=O)(=O)O. Synergy scores: CSS=5.09, Synergy_ZIP=-2.13, Synergy_Bliss=4.40, Synergy_Loewe=2.29, Synergy_HSA=2.85. Drug 2: CS(=O)(=O)OCCCCOS(=O)(=O)C. Cell line: HS 578T. (3) Drug 1: CC1=C(C(CCC1)(C)C)C=CC(=CC=CC(=CC(=O)O)C)C. Drug 2: C1=CN(C=N1)CC(O)(P(=O)(O)O)P(=O)(O)O. Cell line: OVCAR-4. Synergy scores: CSS=2.94, Synergy_ZIP=-1.34, Synergy_Bliss=0.317, Synergy_Loewe=-0.0181, Synergy_HSA=-0.205. (4) Drug 1: CC12CCC(CC1=CCC3C2CCC4(C3CC=C4C5=CN=CC=C5)C)O. Drug 2: CC12CCC3C(C1CCC2=O)CC(=C)C4=CC(=O)C=CC34C. Cell line: KM12. Synergy scores: CSS=46.3, Synergy_ZIP=-2.67, Synergy_Bliss=0.806, Synergy_Loewe=-10.3, Synergy_HSA=0.212. (5) Drug 1: CC1C(C(CC(O1)OC2CC(CC3=C2C(=C4C(=C3O)C(=O)C5=C(C4=O)C(=CC=C5)OC)O)(C(=O)CO)O)N)O.Cl. Drug 2: CCN(CC)CCCC(C)NC1=C2C=C(C=CC2=NC3=C1C=CC(=C3)Cl)OC. Cell line: UACC-257. Synergy scores: CSS=4.29, Synergy_ZIP=-1.43, Synergy_Bliss=0.264, Synergy_Loewe=0.224, Synergy_HSA=0.269. (6) Drug 2: C(CC(=O)O)C(=O)CN.Cl. Synergy scores: CSS=-1.75, Synergy_ZIP=0.972, Synergy_Bliss=2.07, Synergy_Loewe=-6.17, Synergy_HSA=-6.12. Drug 1: CC1=C(C=C(C=C1)C(=O)NC2=CC(=CC(=C2)C(F)(F)F)N3C=C(N=C3)C)NC4=NC=CC(=N4)C5=CN=CC=C5. Cell line: SF-539. (7) Drug 1: CS(=O)(=O)CCNCC1=CC=C(O1)C2=CC3=C(C=C2)N=CN=C3NC4=CC(=C(C=C4)OCC5=CC(=CC=C5)F)Cl. Drug 2: CC12CCC3C(C1CCC2OP(=O)(O)O)CCC4=C3C=CC(=C4)OC(=O)N(CCCl)CCCl.[Na+]. Cell line: CAKI-1. Synergy scores: CSS=1.32, Synergy_ZIP=-2.72, Synergy_Bliss=-2.50, Synergy_Loewe=-4.25, Synergy_HSA=-2.65.